From a dataset of Full USPTO retrosynthesis dataset with 1.9M reactions from patents (1976-2016). Predict the reactants needed to synthesize the given product. (1) Given the product [CH2:15]([O:26][C:20](=[O:21])[C:22]([N:12]1[CH2:11][CH2:10][CH:9]([NH:8][C:6]([O:5][C:1]([CH3:4])([CH3:2])[CH3:3])=[O:7])[CH2:14][CH2:13]1)=[O:23])[CH3:16], predict the reactants needed to synthesize it. The reactants are: [C:1]([O:5][C:6]([NH:8][CH:9]1[CH2:14][CH2:13][NH:12][CH2:11][CH2:10]1)=[O:7])([CH3:4])([CH3:3])[CH3:2].[C:15](#N)[CH3:16].CC[C:20]([C:22](Cl)=[O:23])=[O:21].C(=O)([O-])[OH:26].[Na+]. (2) Given the product [C:1]([O:5][C:6](=[O:34])[NH:7][CH2:8][CH2:9][CH2:10][N:11]([CH:12]([C:15]1[N:16]([CH2:26][C:27]2[CH:32]=[CH:31][CH:30]=[C:29]([F:33])[CH:28]=2)[C:17](=[O:25])[C:18]2[C:23]([CH3:24])=[N:22][S:21][C:19]=2[N:20]=1)[CH2:13][CH3:14])[C:50](=[O:51])[C:47]1[CH:48]=[CH:49][C:44]([CH3:53])=[CH:45][CH:46]=1)([CH3:2])([CH3:3])[CH3:4], predict the reactants needed to synthesize it. The reactants are: [C:1]([O:5][C:6](=[O:34])[NH:7][CH2:8][CH2:9][CH2:10][NH:11][CH:12]([C:15]1[N:16]([CH2:26][C:27]2[CH:32]=[CH:31][CH:30]=[C:29]([F:33])[CH:28]=2)[C:17](=[O:25])[C:18]2[C:23]([CH3:24])=[N:22][S:21][C:19]=2[N:20]=1)[CH2:13][CH3:14])([CH3:4])([CH3:3])[CH3:2].C(N(C(C)C)CC)(C)C.[C:44]1([CH3:53])[CH:49]=[CH:48][C:47]([C:50](Cl)=[O:51])=[CH:46][CH:45]=1. (3) Given the product [C:1]([C:3]1[CH:4]=[C:5]([CH:29]=[CH:30][CH:31]=1)[CH2:6][NH:8][C:9]1[C:13]([C:14]2[N:18]([C:19]3[CH:24]=[CH:23][C:22]([F:25])=[C:21]([CH:20]=3)[C:26]#[N:27])[C:17](=[O:28])[O:16][N:15]=2)=[N:12][O:11][N:10]=1)#[N:2], predict the reactants needed to synthesize it. The reactants are: [C:1]([C:3]1[CH:4]=[C:5]([CH:29]=[CH:30][CH:31]=1)[C:6]([NH:8][C:9]1[C:13]([C:14]2[N:18]([C:19]3[CH:24]=[CH:23][C:22]([F:25])=[C:21]([C:26]#[N:27])[CH:20]=3)[C:17](=[O:28])[O:16][N:15]=2)=[N:12][O:11][N:10]=1)=O)#[N:2].P(Cl)(Cl)(Cl)(Cl)Cl.C([BH3-])#N.[Na+]. (4) Given the product [NH2:15][CH2:14][C:11]1([OH:16])[CH2:12][CH2:13][N:8]([CH2:1][C:2]2[CH:7]=[CH:6][CH:5]=[CH:4][CH:3]=2)[CH2:9][CH2:10]1, predict the reactants needed to synthesize it. The reactants are: [CH2:1]([N:8]1[CH2:13][CH2:12][C:11]([OH:16])([C:14]#[N:15])[CH2:10][CH2:9]1)[C:2]1[CH:7]=[CH:6][CH:5]=[CH:4][CH:3]=1.B.C1COCC1. (5) Given the product [S:29]1[CH:30]=[C:31]([C:38]2[N:8]([CH2:9][CH2:10][CH2:11][N:12]3[CH2:17][CH2:16][CH2:15][CH2:14][CH2:13]3)[C:7]3=[N:6][C:5]([C:18]([N:20]([CH2:21][CH2:22][CH2:23][CH3:24])[CH2:25][CH2:26][CH2:27][CH3:28])=[O:19])=[CH:4][CH:3]=[C:2]3[N:1]=2)[C:32]2[CH:37]=[CH:36][CH:35]=[CH:34][C:33]1=2, predict the reactants needed to synthesize it. The reactants are: [NH2:1][C:2]1[CH:3]=[CH:4][C:5]([C:18]([N:20]([CH2:25][CH2:26][CH2:27][CH3:28])[CH2:21][CH2:22][CH2:23][CH3:24])=[O:19])=[N:6][C:7]=1[NH:8][CH2:9][CH2:10][CH2:11][N:12]1[CH2:17][CH2:16][CH2:15][CH2:14][CH2:13]1.[S:29]1[C:33]2[CH:34]=[CH:35][CH:36]=[CH:37][C:32]=2[C:31]([CH:38]=O)=[CH:30]1.